Dataset: Catalyst prediction with 721,799 reactions and 888 catalyst types from USPTO. Task: Predict which catalyst facilitates the given reaction. (1) Reactant: CS([O:5][CH2:6][C:7]1[N:12]=[C:11]([CH:13]2[CH2:18][CH2:17][N:16]([C:19]([O:21][C:22]([CH3:25])([CH3:24])[CH3:23])=[O:20])[CH2:15][CH2:14]2)[CH:10]=[CH:9][CH:8]=1)(=O)=O.C(=O)([O-])[O-].[Cs+].[Cs+].[I-].[K+].[F:34][C:35]1[CH:40]=[C:39]([N:41]2[CH:45]=[N:44][N:43]=[N:42]2)[CH:38]=[CH:37][C:36]=1O. Product: [F:34][C:35]1[CH:40]=[C:39]([N:41]2[CH:45]=[N:44][N:43]=[N:42]2)[CH:38]=[CH:37][C:36]=1[O:5][CH2:6][C:7]1[N:12]=[C:11]([CH:13]2[CH2:18][CH2:17][N:16]([C:19]([O:21][C:22]([CH3:25])([CH3:24])[CH3:23])=[O:20])[CH2:15][CH2:14]2)[CH:10]=[CH:9][CH:8]=1. The catalyst class is: 10. (2) Reactant: C[C:2]1(C)[CH2:12][C:11](=O)[C:5]2[C:6]([CH2:9][OH:10])=[CH:7][O:8][C:4]=2[CH2:3]1.[Li]CCCC.CCOC(C)=O. Product: [O:8]1[C:4]2[CH:3]=[CH:2][CH:12]=[CH:11][C:5]=2[C@H:6]([CH2:9][OH:10])[CH2:7]1. The catalyst class is: 1.